Dataset: Forward reaction prediction with 1.9M reactions from USPTO patents (1976-2016). Task: Predict the product of the given reaction. (1) Given the reactants C(=O)([O-])[O-].[K+].[K+].[F-].[Cs+].[CH:9]1([NH:12][C:13](=[O:39])[C:14]2[CH:19]=[CH:18][C:17]([CH3:20])=[C:16]([N:21]3[CH:26]=[CH:25][N:24]=[C:23]([NH:27][C:28]4([C:31]5[CH:36]=[CH:35][CH:34]=[CH:33][C:32]=5[OH:37])[CH2:30][CH2:29]4)[C:22]3=[O:38])[CH:15]=2)[CH2:11][CH2:10]1.[N+](C1C=C(S(O[CH2:53][C@H:54]2[CH2:56][O:55]2)(=O)=O)C=CC=1)([O-])=O, predict the reaction product. The product is: [CH:9]1([NH:12][C:13](=[O:39])[C:14]2[CH:19]=[CH:18][C:17]([CH3:20])=[C:16]([N:21]3[CH:26]=[CH:25][N:24]=[C:23]([NH:27][C:28]4([C:31]5[CH:36]=[CH:35][CH:34]=[CH:33][C:32]=5[O:37][CH2:53][C@H:54]5[CH2:56][O:55]5)[CH2:30][CH2:29]4)[C:22]3=[O:38])[CH:15]=2)[CH2:11][CH2:10]1. (2) Given the reactants [Br:1][C:2]1[CH:7]=[CH:6][C:5]([C@@H:8]([CH3:17])[C:9](N2CCOC2=O)=[O:10])=[C:4]([F:18])[CH:3]=1.[BH4-].[Na+], predict the reaction product. The product is: [Br:1][C:2]1[CH:7]=[CH:6][C:5]([C@@H:8]([CH3:17])[CH2:9][OH:10])=[C:4]([F:18])[CH:3]=1. (3) Given the reactants C(OC(=O)[NH:7][CH:8]([C:10]1[CH:15]=[CH:14][C:13]([N:16]2[CH2:19][CH:18]([O:20][C:21]3[CH:26]=[CH:25][C:24]([O:27][CH2:28][CH:29]4[CH2:31][CH2:30]4)=[CH:23][CH:22]=3)[CH2:17]2)=[CH:12][CH:11]=1)[CH3:9])(C)(C)C.C(O)(C(F)(F)F)=O, predict the reaction product. The product is: [CH:29]1([CH2:28][O:27][C:24]2[CH:25]=[CH:26][C:21]([O:20][CH:18]3[CH2:17][N:16]([C:13]4[CH:12]=[CH:11][C:10]([C@@H:8]([NH2:7])[CH3:9])=[CH:15][CH:14]=4)[CH2:19]3)=[CH:22][CH:23]=2)[CH2:30][CH2:31]1. (4) Given the reactants Cl.[F:2][C:3]1([F:24])[CH2:8][CH2:7][C@H:6]([NH2:9])[C@@H:5]([CH2:10][O:11][C:12]2[CH:17]=[CH:16][C:15]([N:18]3[CH:22]=[C:21]([CH3:23])[CH:20]=[N:19]3)=[CH:14][CH:13]=2)[CH2:4]1.C1CCN2C(=NCCC2)CC1.[CH3:36][S:37](Cl)(=[O:39])=[O:38], predict the reaction product. The product is: [F:24][C:3]1([F:2])[CH2:8][CH2:7][C@H:6]([NH:9][S:37]([CH3:36])(=[O:39])=[O:38])[C@@H:5]([CH2:10][O:11][C:12]2[CH:17]=[CH:16][C:15]([N:18]3[CH:22]=[C:21]([CH3:23])[CH:20]=[N:19]3)=[CH:14][CH:13]=2)[CH2:4]1. (5) Given the reactants [F:1][C:2]1[CH:10]=[CH:9][C:5]([C:6]([NH2:8])=[O:7])=[CH:4][CH:3]=1.[Cl:11][CH2:12][C:13]([CH2:15]Cl)=O, predict the reaction product. The product is: [Cl:11][CH2:12][C:13]1[N:8]=[C:6]([C:5]2[CH:9]=[CH:10][C:2]([F:1])=[CH:3][CH:4]=2)[O:7][CH:15]=1. (6) Given the reactants C([O:3][C:4](=[O:38])[CH2:5][C:6]1[CH:7]=[C:8]([C:14]2[CH:19]=[CH:18][C:17]([C:20]3[CH:21]=[N:22][C:23]([O:26][CH2:27][CH3:28])=[CH:24][CH:25]=3)=[CH:16][C:15]=2[CH2:29][N:30]([C:33]([CH:35]2[CH2:37][CH2:36]2)=[O:34])[CH2:31][CH3:32])[C:9]([O:12][CH3:13])=[CH:10][CH:11]=1)C.[OH-].[Li+].Cl, predict the reaction product. The product is: [CH:35]1([C:33]([N:30]([CH2:29][C:15]2[CH:16]=[C:17]([C:20]3[CH:21]=[N:22][C:23]([O:26][CH2:27][CH3:28])=[CH:24][CH:25]=3)[CH:18]=[CH:19][C:14]=2[C:8]2[C:9]([O:12][CH3:13])=[CH:10][CH:11]=[C:6]([CH2:5][C:4]([OH:38])=[O:3])[CH:7]=2)[CH2:31][CH3:32])=[O:34])[CH2:36][CH2:37]1. (7) Given the reactants Cl[C:2](F)(F)[CH2:3][N:4]1[C:17]2[C:8](=[C:9]3[C:14](=[CH:15][CH:16]=2)[N:13]=[C:12]([O:18][CH:19]([CH3:21])[CH3:20])[CH:11]=[C:10]3[C:22]([F:25])([F:24])[F:23])[O:7][CH2:6][C@H:5]1[CH:26](C)C.[BH4-].[Na+], predict the reaction product. The product is: [CH2:3]([N:4]1[C:17]2[C:8](=[C:9]3[C:14](=[CH:15][CH:16]=2)[N:13]=[C:12]([O:18][CH:19]([CH3:21])[CH3:20])[CH:11]=[C:10]3[C:22]([F:24])([F:25])[F:23])[O:7][CH2:6][C@H:5]1[CH3:26])[CH3:2].